Dataset: Full USPTO retrosynthesis dataset with 1.9M reactions from patents (1976-2016). Task: Predict the reactants needed to synthesize the given product. (1) Given the product [CH2:18]([N:20]([CH2:21][CH3:22])[C:2]1[N:13]=[C:12]([C:14]([F:17])([F:16])[F:15])[CH:11]=[CH:10][C:3]=1[C:4]([N:6]([O:8][CH3:9])[CH3:7])=[O:5])[CH3:19], predict the reactants needed to synthesize it. The reactants are: Cl[C:2]1[N:13]=[C:12]([C:14]([F:17])([F:16])[F:15])[CH:11]=[CH:10][C:3]=1[C:4]([N:6]([O:8][CH3:9])[CH3:7])=[O:5].[CH2:18]([NH:20][CH2:21][CH3:22])[CH3:19].C([O-])([O-])=O.[K+].[K+]. (2) Given the product [CH3:13][C:14]1([CH3:20])[C:18](=[O:19])[CH2:17][CH:16]([C:7]2[CH:8]=[CH:9][C:4]([C:2]#[N:3])=[CH:5][CH:6]=2)[CH2:15]1, predict the reactants needed to synthesize it. The reactants are: [Cl-].[C:2]([C:4]1[CH:9]=[CH:8][C:7](B(O)O)=[CH:6][CH:5]=1)#[N:3].[CH3:13][C:14]1([CH3:20])[C:18](=[O:19])[CH:17]=[CH:16][CH2:15]1.C(=O)([O-])[O-].[K+].[K+]. (3) The reactants are: C([Li])CCC.Br[C:7]1[CH:12]=[CH:11][CH:10]=[CH:9][C:8]=1[S:13][CH:14]1[CH2:17][CH2:16][CH2:15]1.CN([CH:21]=[O:22])C.O. Given the product [CH:14]1([S:13][C:8]2[CH:9]=[CH:10][CH:11]=[CH:12][C:7]=2[CH:21]=[O:22])[CH2:17][CH2:16][CH2:15]1, predict the reactants needed to synthesize it. (4) Given the product [CH:1]1([OH:9])[CH2:8][CH2:7][CH2:6][CH:5]=[CH:4][CH2:3][CH2:2]1, predict the reactants needed to synthesize it. The reactants are: [CH:1]1([OH:9])[CH2:8][CH2:7][CH2:6][CH:5]=[CH:4][CH2:3][CH2:2]1.C1(O)CCCCCCC=1.C(OC)(=O)C1C=CC=CC=1.